Predict which catalyst facilitates the given reaction. From a dataset of Catalyst prediction with 721,799 reactions and 888 catalyst types from USPTO. (1) Reactant: [C:1]1([S:7][C:8]2[CH:13]=[CH:12][N:11]=[C:10]([NH:14][C:15]3[S:16][CH:17]=[C:18]([CH2:20][C:21](OCC)=[O:22])[N:19]=3)[CH:9]=2)[CH:6]=[CH:5][CH:4]=[CH:3][CH:2]=1.[H-].[Al+3].[Li+].[H-].[H-].[H-]. Product: [C:1]1([S:7][C:8]2[CH:13]=[CH:12][N:11]=[C:10]([NH:14][C:15]3[S:16][CH:17]=[C:18]([CH2:20][CH2:21][OH:22])[N:19]=3)[CH:9]=2)[CH:6]=[CH:5][CH:4]=[CH:3][CH:2]=1. The catalyst class is: 116. (2) Reactant: FC(F)(F)C(O)=O.[Cl:8][C:9]1[C:18]2[C:13](=[CH:14][C:15]([F:20])=[CH:16][C:17]=2[F:19])[N:12]=[C:11]([N:21]2[CH2:26][CH2:25][NH:24][CH2:23][CH2:22]2)[C:10]=1[CH3:27].I[C:29]1[CH:34]=[CH:33][CH:32]=[CH:31][CH:30]=1. Product: [Cl:8][C:9]1[C:18]2[C:13](=[CH:14][C:15]([F:20])=[CH:16][C:17]=2[F:19])[N:12]=[C:11]([N:21]2[CH2:26][CH2:25][N:24]([C:29]3[CH:34]=[CH:33][CH:32]=[CH:31][CH:30]=3)[CH2:23][CH2:22]2)[C:10]=1[CH3:27]. The catalyst class is: 11. (3) Reactant: [Cl:1][C:2]1[CH:7]=[CH:6][N:5]=[C:4]([C:8]2[CH:13]=[C:12]([OH:14])[CH:11]=[C:10]([CH2:15]Cl)[N:9]=2)[CH:3]=1.[CH3:17][NH:18][CH2:19][CH2:20][C:21]1[CH:26]=[CH:25][CH:24]=[CH:23][N:22]=1.C(N(CC)CC)C. Product: [Cl:1][C:2]1[CH:7]=[CH:6][N:5]=[C:4]([C:8]2[CH:13]=[C:12]([OH:14])[CH:11]=[C:10]([CH2:15][N:18]([CH3:17])[CH2:19][CH2:20][C:21]3[CH:26]=[CH:25][CH:24]=[CH:23][N:22]=3)[N:9]=2)[CH:3]=1. The catalyst class is: 7. (4) Reactant: CON(C)[C:4](=[O:12])[CH2:5][C:6]1[CH:11]=[CH:10][N:9]=[CH:8][CH:7]=1.[CH3:14][Mg+].[Br-]. Product: [N:9]1[CH:10]=[CH:11][C:6]([CH2:5][C:4](=[O:12])[CH3:14])=[CH:7][CH:8]=1. The catalyst class is: 1. (5) Reactant: [NH2:1][C:2]1[CH:3]=[C:4]([C:29]#[N:30])[CH:5]=[C:6]([CH:28]=1)[C:7]([NH:9][C:10]1[C:15]([CH3:16])=[CH:14][C:13]([C:17]([F:26])([C:22]([F:25])([F:24])[F:23])[C:18]([F:21])([F:20])[F:19])=[CH:12][C:11]=1[CH3:27])=[O:8].N1C=CC=CC=1.[C:37]([C:39]1[CH:47]=[CH:46][C:42]([C:43](Cl)=[O:44])=[CH:41][CH:40]=1)#[N:38].C(=O)([O-])O.[Na+]. Product: [C:29]([C:4]1[CH:5]=[C:6]([CH:28]=[C:2]([NH:1][C:43](=[O:44])[C:42]2[CH:46]=[CH:47][C:39]([C:37]#[N:38])=[CH:40][CH:41]=2)[CH:3]=1)[C:7]([NH:9][C:10]1[C:11]([CH3:27])=[CH:12][C:13]([C:17]([F:26])([C:18]([F:19])([F:20])[F:21])[C:22]([F:23])([F:24])[F:25])=[CH:14][C:15]=1[CH3:16])=[O:8])#[N:30]. The catalyst class is: 7.